Dataset: NCI-60 drug combinations with 297,098 pairs across 59 cell lines. Task: Regression. Given two drug SMILES strings and cell line genomic features, predict the synergy score measuring deviation from expected non-interaction effect. Drug 1: C1CCC(C1)C(CC#N)N2C=C(C=N2)C3=C4C=CNC4=NC=N3. Drug 2: C1=CC(=C2C(=C1NCCNCCO)C(=O)C3=C(C=CC(=C3C2=O)O)O)NCCNCCO. Cell line: T-47D. Synergy scores: CSS=44.5, Synergy_ZIP=14.3, Synergy_Bliss=15.9, Synergy_Loewe=-19.6, Synergy_HSA=11.8.